This data is from Forward reaction prediction with 1.9M reactions from USPTO patents (1976-2016). The task is: Predict the product of the given reaction. The product is: [CH2:29]([O:31][C:32](=[O:33])[C:34]1[CH:35]=[C:36]([O:8][C:6]2[CH:5]=[CH:4][C:3]([CH:9]([CH3:28])[C:10]([OH:15])([C:16]3[CH:17]=[CH:18][C:19]4[O:24][CH2:23][C:22](=[O:25])[N:21]([CH3:26])[C:20]=4[CH:27]=3)[C:11]([F:12])([F:13])[F:14])=[C:2]([Cl:1])[CH:7]=2)[CH:37]=[CH:38][C:39]=1[F:40])[CH3:30]. Given the reactants [Cl:1][C:2]1[CH:7]=[C:6]([OH:8])[CH:5]=[CH:4][C:3]=1[CH:9]([CH3:28])[C:10]([C:16]1[CH:17]=[CH:18][C:19]2[O:24][CH2:23][C:22](=[O:25])[N:21]([CH3:26])[C:20]=2[CH:27]=1)([OH:15])[C:11]([F:14])([F:13])[F:12].[CH2:29]([O:31][C:32]([C:34]1[CH:35]=[C:36](B(O)O)[CH:37]=[CH:38][C:39]=1[F:40])=[O:33])[CH3:30], predict the reaction product.